From a dataset of Catalyst prediction with 721,799 reactions and 888 catalyst types from USPTO. Predict which catalyst facilitates the given reaction. (1) Reactant: Cl.Cl.Cl.[F:4][C:5]1[CH:29]=[CH:28][CH:27]=[CH:26][C:6]=1[CH2:7][N:8]1[C:12]2=[N:13][CH:14]=[CH:15][CH:16]=[C:11]2[C:10]([C:17]2[N:22]=[C:21]([NH2:23])[C:20]([NH2:24])=[C:19]([NH2:25])[N:18]=2)=[N:9]1.[C:30](Cl)(=[O:37])[O:31][CH2:32][C:33]([CH3:36])([CH3:35])[CH3:34]. Product: [NH2:25][C:19]1[C:20]([NH:24][C:30](=[O:37])[O:31][CH2:32][C:33]([CH3:36])([CH3:35])[CH3:34])=[C:21]([NH2:23])[N:22]=[C:17]([C:10]2[C:11]3[C:12](=[N:13][CH:14]=[CH:15][CH:16]=3)[N:8]([CH2:7][C:6]3[CH:26]=[CH:27][CH:28]=[CH:29][C:5]=3[F:4])[N:9]=2)[N:18]=1. The catalyst class is: 17. (2) Reactant: [NH2:1][CH2:2][CH2:3][NH:4][CH:5]([C:9]1[O:10][C:11]2[C:16]([C:17](=[O:26])[C:18]=1[CH2:19][C:20]1[CH:25]=[CH:24][CH:23]=[CH:22][CH:21]=1)=[CH:15][CH:14]=[C:13]([Cl:27])[CH:12]=2)[CH:6]([CH3:8])[CH3:7].C(N(CC)CC)C.[C:35]1([CH3:42])[CH:40]=[CH:39]C(Cl)=[CH:37][CH:36]=1.CC[O:45][CH2:46][CH3:47]. Product: [CH2:19]([C:18]1[C:17](=[O:26])[C:16]2[C:11](=[CH:12][C:13]([Cl:27])=[CH:14][CH:15]=2)[O:10][C:9]=1[CH:5]([NH:4][CH2:3][CH2:2][NH:1][C:46](=[O:45])[C:47]1[CH:39]=[CH:40][C:35]([CH3:42])=[CH:36][CH:37]=1)[CH:6]([CH3:7])[CH3:8])[C:20]1[CH:21]=[CH:22][CH:23]=[CH:24][CH:25]=1. The catalyst class is: 2. (3) Reactant: [NH2:1][C:2]1[CH:7]=[C:6]([O:8][C:9]2[C:14]([F:15])=[CH:13][C:12]([NH:16][C:17]([C:19]3([C:22]([NH:24][C:25]4[CH:30]=[CH:29][C:28]([F:31])=[CH:27][CH:26]=4)=[O:23])[CH2:21][CH2:20]3)=[O:18])=[C:11]([F:32])[CH:10]=2)[CH:5]=[CH:4][N:3]=1.[C:33]([CH2:35][C:36](O)=[O:37])#[N:34].CN(C(ON1N=NC2C=CC=NC1=2)=[N+](C)C)C.F[P-](F)(F)(F)(F)F.CCN(C(C)C)C(C)C. Product: [C:33]([CH2:35][C:36]([NH:1][C:2]1[CH:7]=[C:6]([O:8][C:9]2[C:14]([F:15])=[CH:13][C:12]([NH:16][C:17]([C:19]3([C:22]([NH:24][C:25]4[CH:26]=[CH:27][C:28]([F:31])=[CH:29][CH:30]=4)=[O:23])[CH2:21][CH2:20]3)=[O:18])=[C:11]([F:32])[CH:10]=2)[CH:5]=[CH:4][N:3]=1)=[O:37])#[N:34]. The catalyst class is: 248. (4) Reactant: [OH:1][C:2]1[CH:7]=[CH:6][N:5]2[N:8]=[CH:9][C:10]([C:11]([O:13]CC)=[O:12])=[C:4]2[N:3]=1.C1COCC1.O.[OH-].[Li+]. Product: [OH:1][C:2]1[CH:7]=[CH:6][N:5]2[N:8]=[CH:9][C:10]([C:11]([OH:13])=[O:12])=[C:4]2[N:3]=1. The catalyst class is: 5. (5) Reactant: [F:1][C:2]1[CH:7]=[CH:6][CH:5]=[CH:4][C:3]=1[C:8]([N:10]1[CH2:15][CH2:14][NH:13][CH2:12][CH2:11]1)=[O:9].C([O-])([O-])=O.[K+].[K+].Cl[C:23]1[C:32]2[C:27](=[CH:28][CH:29]=[CH:30][CH:31]=2)[C:26]([N+:33]([O-:35])=[O:34])=[CH:25][N:24]=1. Product: [F:1][C:2]1[CH:7]=[CH:6][CH:5]=[CH:4][C:3]=1[C:8]([N:10]1[CH2:11][CH2:12][N:13]([C:23]2[C:32]3[C:27](=[CH:28][CH:29]=[CH:30][CH:31]=3)[C:26]([N+:33]([O-:35])=[O:34])=[CH:25][N:24]=2)[CH2:14][CH2:15]1)=[O:9]. The catalyst class is: 10. (6) Reactant: [F:1][C:2]1[CH:26]=[C:25]([F:27])[CH:24]=[CH:23][C:3]=1[CH2:4][N:5]1[C:9]2=[CH:10][N:11]=[C:12]([C:14](OCC)=[O:15])[CH:13]=[C:8]2[C:7]([CH2:19][O:20][CH2:21][CH3:22])=[CH:6]1.[NH2:28][OH:29].[OH-].[Na+]. Product: [F:1][C:2]1[CH:26]=[C:25]([F:27])[CH:24]=[CH:23][C:3]=1[CH2:4][N:5]1[C:9]2=[CH:10][N:11]=[C:12]([C:14]([NH:28][OH:29])=[O:15])[CH:13]=[C:8]2[C:7]([CH2:19][O:20][CH2:21][CH3:22])=[CH:6]1. The catalyst class is: 5. (7) Reactant: C(Cl)(=O)C(Cl)=O.CS(C)=O.[CH2:11]([N:16]1[CH2:21][CH2:20][CH:19]([CH2:22][OH:23])[CH2:18][CH2:17]1)[C:12]([CH3:15])([CH3:14])[CH3:13]. Product: [CH2:11]([N:16]1[CH2:21][CH2:20][CH:19]([CH:22]=[O:23])[CH2:18][CH2:17]1)[C:12]([CH3:15])([CH3:14])[CH3:13]. The catalyst class is: 2. (8) Reactant: [CH2:1]([N:8]([C@H:35]([C:37]1[CH:42]=[CH:41][CH:40]=[CH:39][CH:38]=1)[CH3:36])[C@@H:9]1[CH2:14][CH2:13][N:12](C2C3C=CC=CC=3CCC3C=CC=CC2=3)[CH2:11][C@:10]1([OH:34])[C:30]([O:32][CH3:33])=[O:31])[C:2]1[CH:7]=[CH:6][CH:5]=[CH:4][CH:3]=1.C([SiH](CC)CC)C.FC(F)(F)C(O)=O.C(N(CC)CC)C.[C:75]([O:74][C:72](O[C:72]([O:74][C:75]([CH3:78])([CH3:77])[CH3:76])=[O:73])=[O:73])([CH3:78])([CH3:77])[CH3:76]. Product: [CH2:1]([N:8]([C@H:35]([C:37]1[CH:42]=[CH:41][CH:40]=[CH:39][CH:38]=1)[CH3:36])[C@@H:9]1[CH2:14][CH2:13][N:12]([C:72]([O:74][C:75]([CH3:76])([CH3:77])[CH3:78])=[O:73])[CH2:11][C@:10]1([OH:34])[C:30]([O:32][CH3:33])=[O:31])[C:2]1[CH:3]=[CH:4][CH:5]=[CH:6][CH:7]=1. The catalyst class is: 168. (9) Reactant: C([O:3][C:4](=[O:31])[CH2:5][NH:6][C:7]([NH:9][CH2:10][C:11]1[CH:29]=[CH:28][C:14]([C:15]([N:17]2[C:23]3[CH:24]=[CH:25][CH:26]=[CH:27][C:22]=3[CH2:21][CH2:20][CH2:19][CH2:18]2)=[O:16])=[CH:13][C:12]=1[CH3:30])=[O:8])C.O.[OH-].[Li+]. Product: [C:4]([CH2:5][NH:6][C:7]([NH:9][CH2:10][C:11]1[CH:29]=[CH:28][C:14]([C:15]([N:17]2[C:23]3[CH:24]=[CH:25][CH:26]=[CH:27][C:22]=3[CH2:21][CH2:20][CH2:19][CH2:18]2)=[O:16])=[CH:13][C:12]=1[CH3:30])=[O:8])([OH:31])=[O:3]. The catalyst class is: 20. (10) Reactant: Br[C:2]1[CH:3]=[C:4]([NH:10][C@H:11]([CH2:15][CH:16]([CH3:18])[CH3:17])[C:12]([NH2:14])=[O:13])[CH:5]=[N:6][C:7]=1[C:8]#[N:9].[NH2:19][C:20]1[O:24][N:23]=[C:22]([C:25]2[CH:30]=[CH:29][CH:28]=[CH:27][CH:26]=2)[CH:21]=1.O(C1C=CC=CC=1)[Na].O.O.O.CC1(C)C2C(=C(P(C3C=CC=CC=3)C3C=CC=CC=3)C=CC=2)OC2C(P(C3C=CC=CC=3)C3C=CC=CC=3)=CC=CC1=2. Product: [C:8]([C:7]1[N:6]=[CH:5][C:4]([NH:10][C@H:11]([CH2:15][CH:16]([CH3:18])[CH3:17])[C:12]([NH2:14])=[O:13])=[CH:3][C:2]=1[NH:19][C:20]1[O:24][N:23]=[C:22]([C:25]2[CH:30]=[CH:29][CH:28]=[CH:27][CH:26]=2)[CH:21]=1)#[N:9]. The catalyst class is: 62.